This data is from Forward reaction prediction with 1.9M reactions from USPTO patents (1976-2016). The task is: Predict the product of the given reaction. (1) The product is: [Br:3][C:4]1[N:5]([C:14]2[C:23]3[C:18](=[CH:19][CH:20]=[CH:21][CH:22]=3)[C:17]([CH:24]3[CH2:26][CH2:25]3)=[CH:16][CH:15]=2)[C:6]([S:9][CH2:10][C:11]([O-:13])=[O:12])=[N:7][N:8]=1.[Na+:2]. Given the reactants [OH-].[Na+:2].[Br:3][C:4]1[N:5]([C:14]2[C:23]3[C:18](=[CH:19][CH:20]=[CH:21][CH:22]=3)[C:17]([CH:24]3[CH2:26][CH2:25]3)=[CH:16][CH:15]=2)[C:6]([S:9][CH2:10][C:11]([OH:13])=[O:12])=[N:7][N:8]=1, predict the reaction product. (2) The product is: [O:1]=[C:2]1[CH2:6][CH2:5][CH2:4][C:3]1([CH2:12][CH2:11][C:13](=[O:14])[CH3:15])[C:7]([O:9][CH3:10])=[O:8]. Given the reactants [O:1]=[C:2]1[CH2:6][CH2:5][CH2:4][CH:3]1[C:7]([O:9][CH3:10])=[O:8].[CH:11]([C:13]([CH3:15])=[O:14])=[CH2:12].C(N(CC)CC)C, predict the reaction product. (3) Given the reactants C(OC(=O)[NH:7][C@H:8]([CH2:23][O:24][CH3:25])[CH2:9][CH2:10][N:11]1[CH2:14][CH:13]([O:15][C:16]2[CH:21]=[CH:20][C:19]([Cl:22])=[CH:18][CH:17]=2)[CH2:12]1)(C)(C)C.FC(F)(F)C(O)=O, predict the reaction product. The product is: [Cl:22][C:19]1[CH:18]=[CH:17][C:16]([O:15][CH:13]2[CH2:14][N:11]([CH2:10][CH2:9][C@H:8]([NH2:7])[CH2:23][O:24][CH3:25])[CH2:12]2)=[CH:21][CH:20]=1. (4) Given the reactants [CH3:1][C:2]1[CH:9]=[CH:8][C:5]([CH:6]=O)=[CH:4][C:3]=1[N+:10]([O-:12])=[O:11].[NH2:13][C:14]1[CH:29]=[CH:28][CH:27]=[CH:26][C:15]=1[C:16]([NH:18][C:19]1[CH:24]=[CH:23][C:22]([Cl:25])=[CH:21][CH:20]=1)=[O:17], predict the reaction product. The product is: [Cl:25][C:22]1[CH:23]=[CH:24][C:19]([N:18]2[C:16](=[O:17])[C:15]3[C:14](=[CH:29][CH:28]=[CH:27][CH:26]=3)[N:13]=[C:6]2[C:5]2[CH:8]=[CH:9][C:2]([CH3:1])=[C:3]([N+:10]([O-:12])=[O:11])[CH:4]=2)=[CH:20][CH:21]=1.